The task is: Predict the reaction yield, written as a fraction of the theoretical maximum amount of product (1.0 means a 100% yield; for example, 0.34 means a 34% yield).. This data is from Reaction yield outcomes from USPTO patents with 853,638 reactions. The reactants are I[C:2]1[CH:7]=[CH:6][N:5]=[CH:4][CH:3]=1.[Li]CCCC.CCCCCC.[NH:19]1[CH:23]=[C:22]([C:24]2[S:25][C:26]([C:29](=[O:32])[CH2:30][CH3:31])=[CH:27][N:28]=2)[CH:21]=[N:20]1. The catalyst is C1COCC1. The product is [NH:20]1[CH:21]=[C:22]([C:24]2[S:25][C:26]([C:29]([C:2]3[CH:7]=[CH:6][N:5]=[CH:4][CH:3]=3)([OH:32])[CH2:30][CH3:31])=[CH:27][N:28]=2)[CH:23]=[N:19]1. The yield is 0.0500.